Dataset: Catalyst prediction with 721,799 reactions and 888 catalyst types from USPTO. Task: Predict which catalyst facilitates the given reaction. (1) Reactant: Cl[C:2]1[CH:3]=[C:4]([NH:11][C:12]2[CH:17]=[CH:16][C:15]([O:18][CH3:19])=[C:14]([O:20][CH3:21])[N:13]=2)[C:5]2[N:6]([N:8]=[CH:9][N:10]=2)[CH:7]=1.CC1(C)C(C)(C)OB([C:30]2[CH:31]=[C:32]([CH:37]=[CH:38][CH:39]=2)[C:33]([O:35][CH3:36])=[O:34])O1.CC(C1C=C(C(C)C)C(C2C=CC=CC=2P(C2CCCCC2)C2CCCCC2)=C(C(C)C)C=1)C.C([O-])([O-])=O.[Na+].[Na+]. Product: [CH3:19][O:18][C:15]1[CH:16]=[CH:17][C:12]([NH:11][C:4]2[C:5]3[N:6]([N:8]=[CH:9][N:10]=3)[CH:7]=[C:2]([C:30]3[CH:31]=[C:32]([CH:37]=[CH:38][CH:39]=3)[C:33]([O:35][CH3:36])=[O:34])[CH:3]=2)=[N:13][C:14]=1[O:20][CH3:21]. The catalyst class is: 333. (2) Reactant: C([O:3][C:4](=[O:35])[CH2:5][O:6][C:7]1[CH:34]=[CH:33][C:10]2[N:11]([CH2:15][C:16]([N:18]3[CH2:23][CH2:22][N:21]([C:24]4[CH:29]=[CH:28][C:27]([Cl:30])=[C:26]([O:31][CH3:32])[CH:25]=4)[CH2:20][CH2:19]3)=[O:17])[C:12](=[O:14])[O:13][C:9]=2[CH:8]=1)C.Cl. Product: [Cl:30][C:27]1[CH:28]=[CH:29][C:24]([N:21]2[CH2:20][CH2:19][N:18]([C:16](=[O:17])[CH2:15][N:11]3[C:10]4[CH:33]=[CH:34][C:7]([O:6][CH2:5][C:4]([OH:35])=[O:3])=[CH:8][C:9]=4[O:13][C:12]3=[O:14])[CH2:23][CH2:22]2)=[CH:25][C:26]=1[O:31][CH3:32]. The catalyst class is: 464. (3) Reactant: [CH:1]1([N:5]2[C:9]3=[N:10][CH:11]=[N:12][C:13]([NH2:14])=[C:8]3[C:7](I)=[N:6]2)[CH2:4][CH2:3][CH2:2]1.[C:16]1([C:22]2[CH:31]=[CH:30][C:29]3[C:24](=[CH:25][C:26](B4OC(C)(C)C(C)(C)C4)=[CH:27][CH:28]=3)[N:23]=2)[CH:21]=[CH:20][CH:19]=[CH:18][CH:17]=1.C([O-])([O-])=O.[Na+].[Na+].O. Product: [CH:1]1([N:5]2[C:9]3=[N:10][CH:11]=[N:12][C:13]([NH2:14])=[C:8]3[C:7]([C:26]3[CH:25]=[C:24]4[C:29]([CH:30]=[CH:31][C:22]([C:16]5[CH:21]=[CH:20][CH:19]=[CH:18][CH:17]=5)=[N:23]4)=[CH:28][CH:27]=3)=[N:6]2)[CH2:4][CH2:3][CH2:2]1. The catalyst class is: 128. (4) Reactant: C([O:8][C:9]1[CH:10]=[C:11]2[C:16](=[CH:17][CH:18]=1)[CH:15]([C:19]1[CH:24]=[CH:23][C:22]([O:25][CH2:26][CH2:27][N:28]3[CH2:32][CH2:31][CH2:30][CH2:29]3)=[CH:21][CH:20]=1)[N:14]([S:33]([C:36]1[C:37]([CH3:42])=[N:38][O:39][C:40]=1[CH3:41])(=[O:35])=[O:34])[CH2:13][CH2:12]2)C1C=CC=CC=1.C([O-])=O.[NH4+]. Product: [NH2:38][C:37]([CH3:42])=[C:36]([S:33]([N:14]1[CH2:13][CH2:12][C:11]2[C:16](=[CH:17][CH:18]=[C:9]([OH:8])[CH:10]=2)[CH:15]1[C:19]1[CH:20]=[CH:21][C:22]([O:25][CH2:26][CH2:27][N:28]2[CH2:32][CH2:31][CH2:30][CH2:29]2)=[CH:23][CH:24]=1)(=[O:35])=[O:34])[C:40](=[O:39])[CH3:41]. The catalyst class is: 105. (5) Reactant: [Br:1][C:2]1[CH:3]=[C:4](N)[CH:5]=[C:6]([C:8]([F:11])([F:10])[F:9])[CH:7]=1.Cl.N([O-])=O.[Na+].[CH2:18]([O:20][C:21]([SH:23])=[S:22])[CH3:19].[K]. Product: [CH2:18]([O:20][C:21](=[S:22])[S:23][C:4]1[CH:5]=[C:6]([C:8]([F:11])([F:10])[F:9])[CH:7]=[C:2]([Br:1])[CH:3]=1)[CH3:19]. The catalyst class is: 97. (6) Reactant: [S:1]1[CH:5]=[CH:4][CH:3]=[C:2]1[CH:6]([CH3:9])[CH:7]=O.[Cl:10][C:11]1[C:18]([C:19]([F:22])([F:21])[F:20])=[CH:17][CH:16]=[CH:15][C:12]=1[CH2:13][NH2:14].C(O[BH-](OC(=O)C)OC(=O)C)(=O)C.[Na+].O. Product: [Cl:10][C:11]1[C:18]([C:19]([F:20])([F:21])[F:22])=[CH:17][CH:16]=[CH:15][C:12]=1[CH2:13][NH:14][CH2:7][CH:6]([C:2]1[S:1][CH:5]=[CH:4][CH:3]=1)[CH3:9]. The catalyst class is: 665. (7) Reactant: [C:1]([Si:5]([CH3:32])([CH3:31])[O:6][C@@H:7]1[CH2:11][N:10](CC2C=C(C3C=CC=C([N+]([O-])=O)C=3)C(OC)=CC=2)[C:9](=[O:30])[CH2:8]1)([CH3:4])([CH3:3])[CH3:2].C1COCC1.[H-].[Na+]. Product: [C:1]([Si:5]([CH3:32])([CH3:31])[O:6][C@@H:7]1[CH2:11][NH:10][C:9](=[O:30])[CH2:8]1)([CH3:4])([CH3:3])[CH3:2]. The catalyst class is: 6. (8) Reactant: [H-].[Al+3].[Li+].[H-].[H-].[H-].[CH2:7]1[C:13]2[CH:14]=[CH:15][CH:16]=[CH:17][C:12]=2[CH2:11][CH2:10][N:9]([S:18]([NH:21][C:22]2[N:27]=[C:26]([CH2:28][C:29](OCC)=[O:30])[CH:25]=[CH:24][CH:23]=2)(=[O:20])=[O:19])[CH2:8]1. Product: [OH:30][CH2:29][CH2:28][C:26]1[N:27]=[C:22]([NH:21][S:18]([N:9]2[CH2:10][CH2:11][C:12]3[CH:17]=[CH:16][CH:15]=[CH:14][C:13]=3[CH2:7][CH2:8]2)(=[O:20])=[O:19])[CH:23]=[CH:24][CH:25]=1. The catalyst class is: 76. (9) Reactant: [C:1]([NH:4][C:5]1[S:6][C:7]([C:26](N(OC)C)=[O:27])=[C:8]([CH2:10][CH2:11][C:12]2[CH:17]=[CH:16][C:15]([NH:18][C:19](=[O:25])[O:20][C:21]([CH3:24])([CH3:23])[CH3:22])=[CH:14][CH:13]=2)[N:9]=1)(=[O:3])[CH3:2].[Al].[Li].[Na]. Product: [C:21]([O:20][C:19](=[O:25])[NH:18][C:15]1[CH:14]=[CH:13][C:12]([CH2:11][CH2:10][C:8]2[N:9]=[C:5]([NH:4][C:1](=[O:3])[CH3:2])[S:6][C:7]=2[CH:26]=[O:27])=[CH:17][CH:16]=1)([CH3:24])([CH3:22])[CH3:23]. The catalyst class is: 1.